Predict the reaction yield, written as a fraction of the theoretical maximum amount of product (1.0 means a 100% yield; for example, 0.34 means a 34% yield). From a dataset of Reaction yield outcomes from USPTO patents with 853,638 reactions. The reactants are [Br:1][C:2]1[CH:10]=[CH:9][C:8]([S:11]([CH:14]([CH3:16])[CH3:15])(=[O:13])=[O:12])=[CH:7][C:3]=1[C:4](O)=[O:5].C[N:18](C(ON1N=NC2C=CC=NC1=2)=[N+](C)C)C.F[P-](F)(F)(F)(F)F.C(N(C(C)C)CC)(C)C. The catalyst is CN(C=O)C. The product is [Br:1][C:2]1[CH:10]=[CH:9][C:8]([S:11]([CH:14]([CH3:16])[CH3:15])(=[O:13])=[O:12])=[CH:7][C:3]=1[C:4]([NH2:18])=[O:5]. The yield is 0.590.